From a dataset of Reaction yield outcomes from USPTO patents with 853,638 reactions. Predict the reaction yield, written as a fraction of the theoretical maximum amount of product (1.0 means a 100% yield; for example, 0.34 means a 34% yield). (1) The reactants are C([NH:4][C@:5]1([C:22](NC(C)(C)C)=[O:23])[C@@H:9]([CH2:10][CH2:11][CH2:12][B:13]2[O:17]C(C)(C)C(C)(C)[O:14]2)[CH2:8][NH:7][CH2:6]1)(=O)C.S([O-])([O-])(=O)=O.[Na+].[Na+].[NH:36]1[CH:40]=[C:39]([CH:41]=O)[N:38]=[CH:37]1.C(O[BH-](OC(=O)C)OC(=O)C)(=[O:45])C.[Na+].C(=O)([O-])[O-].[Na+].[Na+]. The catalyst is ClCCCl.C(O)(=O)C. The product is [NH:36]1[CH:40]=[C:39]([CH2:41][N:7]2[CH2:8][C@H:9]([CH2:10][CH2:11][CH2:12][B:13]([OH:14])[OH:17])[C@:5]([NH2:4])([C:22]([OH:23])=[O:45])[CH2:6]2)[N:38]=[CH:37]1. The yield is 0.210. (2) The reactants are Cl.[CH3:2][O:3][NH2:4].C(N(CC)CC)C.[F:12][C:13]1[CH:18]=[CH:17][C:16]([C:19]2[NH:20][CH:21]=[C:22]([CH:30]=O)[C:23]=2[C:24]2[CH:29]=[CH:28][N:27]=[CH:26][CH:25]=2)=[CH:15][CH:14]=1.O. The catalyst is CO. The product is [CH3:2][O:3][N:4]=[CH:30][C:22]1[C:23]([C:24]2[CH:25]=[CH:26][N:27]=[CH:28][CH:29]=2)=[C:19]([C:16]2[CH:17]=[CH:18][C:13]([F:12])=[CH:14][CH:15]=2)[NH:20][CH:21]=1. The yield is 0.770. (3) The yield is 0.550. The reactants are [C:1]([O:7][CH2:8][C:9]1[S:10][C:11]2[C:16]([N:17]=1)=[CH:15][C:14]([N+:18]([O-])=O)=[CH:13][N:12]=2)(=[O:6])[C:2]([CH3:5])([CH3:4])[CH3:3].C(OCC)(=O)C.O.[OH-].[Na+]. The catalyst is Cl. The product is [C:1]([O:7][CH2:8][C:9]1[S:10][C:11]2[C:16]([N:17]=1)=[CH:15][C:14]([NH2:18])=[CH:13][N:12]=2)(=[O:6])[C:2]([CH3:5])([CH3:4])[CH3:3].